Predict the reaction yield, written as a fraction of the theoretical maximum amount of product (1.0 means a 100% yield; for example, 0.34 means a 34% yield). From a dataset of Reaction yield outcomes from USPTO patents with 853,638 reactions. (1) The product is [Cl:16][C:12]1[CH:13]=[C:14]2[C:9](=[C:10]([C:17]#[C:18][C:19]3[CH:24]=[CH:23][CH:22]=[C:21]([F:25])[CH:20]=3)[CH:11]=1)[O:8][CH:7]([C:26]([F:28])([F:29])[F:27])[C:6]([C:4]([OH:5])=[O:3])=[CH:15]2. The reactants are C([O:3][C:4]([C:6]1[CH:7]([C:26]([F:29])([F:28])[F:27])[O:8][C:9]2[C:14]([CH:15]=1)=[CH:13][C:12]([Cl:16])=[CH:11][C:10]=2[C:17]#[C:18][C:19]1[CH:24]=[CH:23][CH:22]=[C:21]([F:25])[CH:20]=1)=[O:5])C.C1COCC1.CCO.O.O[Li].O.Cl. The catalyst is O. The yield is 0.940. (2) The reactants are [CH:1]1([CH2:7][N:8]2[C:12](OS(C(F)(F)F)(=O)=O)=[CH:11][C:10]([C:21]([O:23][CH2:24][CH3:25])=[O:22])=[N:9]2)[CH2:6][CH2:5][CH2:4][CH2:3][CH2:2]1.[C:26]([C:30]1[CH:31]=[C:32](B2OC(C)(C)C(C)(C)O2)[CH:33]=[C:34]([C:36]2([CH3:39])[CH2:38][CH2:37]2)[CH:35]=1)([CH3:29])([CH3:28])[CH3:27].C([O-])([O-])=O.[K+].[K+].O. The catalyst is O1CCOCC1. The product is [C:26]([C:30]1[CH:31]=[C:32]([C:12]2[N:8]([CH2:7][CH:1]3[CH2:6][CH2:5][CH2:4][CH2:3][CH2:2]3)[N:9]=[C:10]([C:21]([O:23][CH2:24][CH3:25])=[O:22])[CH:11]=2)[CH:33]=[C:34]([C:36]2([CH3:39])[CH2:38][CH2:37]2)[CH:35]=1)([CH3:29])([CH3:27])[CH3:28]. The yield is 0.210. (3) The reactants are [Cl:1][C:2]1[CH:7]=[C:6]([Cl:8])[CH:5]=[CH:4][C:3]=1[N:9]1[C:14]2=[N:15][C:16]3[C:17](=[C:18]([C:22]([OH:24])=O)[CH:19]=[CH:20][CH:21]=3)[N:13]2[CH2:12][CH2:11][CH2:10]1.O[N:26]1[C:30]2[CH:31]=CC=CC=2N=N1.Cl.[CH2:36](N=C=NCCCN(C)C)[CH3:37].C(N)C. The catalyst is C(=O)([O-])O.[Na+].CN(C)C=O. The product is [Cl:1][C:2]1[CH:7]=[C:6]([Cl:8])[CH:5]=[CH:4][C:3]=1[N:9]1[C:14]2=[N:15][C:16]3[C:17](=[C:18]([C:22]([N:26]([CH2:30][CH3:31])[CH2:36][CH3:37])=[O:24])[CH:19]=[CH:20][CH:21]=3)[N:13]2[CH2:12][CH2:11][CH2:10]1. The yield is 0.680. (4) The reactants are [Si]([O:18][CH2:19][C:20]([F:36])([CH3:35])[CH2:21][NH:22][C@H:23]([CH3:34])[CH2:24][C:25]1[C:33]2[C:28](=[CH:29][CH:30]=[CH:31][CH:32]=2)[NH:27][CH:26]=1)(C(C)(C)C)(C1C=CC=CC=1)C1C=CC=CC=1.O.[F-].C([N+](CCCC)(CCCC)CCCC)CCC. The catalyst is C1COCC1. The product is [NH:27]1[C:28]2[C:33](=[CH:32][CH:31]=[CH:30][CH:29]=2)[C:25]([CH2:24][C@H:23]([NH:22][CH2:21][C:20]([F:36])([CH3:35])[CH2:19][OH:18])[CH3:34])=[CH:26]1. The yield is 0.530.